Dataset: Reaction yield outcomes from USPTO patents with 853,638 reactions. Task: Predict the reaction yield, written as a fraction of the theoretical maximum amount of product (1.0 means a 100% yield; for example, 0.34 means a 34% yield). (1) The reactants are [CH:1]1([Mg]Br)[CH2:3][CH2:2]1.[Cl:6][C:7]1[CH:12]=[C:11]([Cl:13])[CH:10]=[CH:9][C:8]=1[S:14]([NH:17][C:18]1[CH:23]=[C:22]([CH:24]=[O:25])[C:21]([S:26][C:27]2[CH:32]=[CH:31][C:30]([S:33]([N:36]3[CH2:41][CH2:40][CH2:39][CH2:38][CH2:37]3)(=[O:35])=[O:34])=[CH:29][CH:28]=2)=[CH:20][N:19]=1)(=[O:16])=[O:15]. The catalyst is C1COCC1. The product is [Cl:6][C:7]1[CH:12]=[C:11]([Cl:13])[CH:10]=[CH:9][C:8]=1[S:14]([NH:17][C:18]1[CH:23]=[C:22]([CH:24]([CH:1]2[CH2:3][CH2:2]2)[OH:25])[C:21]([S:26][C:27]2[CH:28]=[CH:29][C:30]([S:33]([N:36]3[CH2:41][CH2:40][CH2:39][CH2:38][CH2:37]3)(=[O:35])=[O:34])=[CH:31][CH:32]=2)=[CH:20][N:19]=1)(=[O:16])=[O:15]. The yield is 0.540. (2) The reactants are [CH:1]([O:4][C:5]1[N:10]=[C:9]([C:11]2[C:19]3[C:14](=[CH:15][CH:16]=[C:17]([C:20]4[N:24]=[C:23]([NH2:25])[O:22][N:21]=4)[CH:18]=3)[N:13](S(C3C=CC(C)=CC=3)(=O)=O)[CH:12]=2)[CH:8]=[N:7][CH:6]=1)([CH3:3])[CH3:2].[OH-].[Na+]. The catalyst is O1CCOCC1. The product is [CH:1]([O:4][C:5]1[N:10]=[C:9]([C:11]2[C:19]3[C:14](=[CH:15][CH:16]=[C:17]([C:20]4[N:24]=[C:23]([NH2:25])[O:22][N:21]=4)[CH:18]=3)[NH:13][CH:12]=2)[CH:8]=[N:7][CH:6]=1)([CH3:3])[CH3:2]. The yield is 0.340. (3) The reactants are I[C:2]1[CH:7]=[CH:6][C:5]([CH2:8][C:9]([O:11][CH3:12])=[O:10])=[CH:4][CH:3]=1.[CH:13]1(B(O)O)[CH2:15][CH2:14]1.P([O-])([O-])([O-])=O.[K+].[K+].[K+].C1(P(C2CCCCC2)C2CCCCC2)CCCCC1. The catalyst is C1(C)C=CC=CC=1.C([O-])(=O)C.[Pd+2].C([O-])(=O)C.C(OCC)(=O)C.O. The product is [CH:13]1([C:2]2[CH:7]=[CH:6][C:5]([CH2:8][C:9]([O:11][CH3:12])=[O:10])=[CH:4][CH:3]=2)[CH2:15][CH2:14]1. The yield is 0.690. (4) The reactants are [F:1][C:2]1[CH:3]=[C:4]([NH:12][CH2:13][CH2:14][O:15][CH3:16])[C:5]([C:8]([O:10][CH3:11])=[O:9])=[N:6][CH:7]=1.C1C(=O)N([Br:24])C(=O)C1. The catalyst is C(#N)C. The product is [Br:24][C:7]1[N:6]=[C:5]([C:8]([O:10][CH3:11])=[O:9])[C:4]([NH:12][CH2:13][CH2:14][O:15][CH3:16])=[CH:3][C:2]=1[F:1]. The yield is 0.860. (5) The reactants are [Br:1][C:2]1[CH:3]=[CH:4][C:5]([CH:8]=[O:9])=[N:6][CH:7]=1.[BH4-].[Na+]. The catalyst is C(O)C. The product is [Br:1][C:2]1[CH:3]=[CH:4][C:5]([CH2:8][OH:9])=[N:6][CH:7]=1. The yield is 0.840. (6) The reactants are [CH3:1][C:2]1[CH:3]=[C:4]([CH:13]=[CH:14][C:15]=1[N+:16]([O-:18])=[O:17])[O:5][C:6]1[CH:11]=[CH:10][N:9]=[C:8]([NH2:12])[CH:7]=1.CCN(C(C)C)C(C)C.[CH3:28][O:29][CH2:30][C:31](Cl)=[O:32].N. The catalyst is C1COCC1.CO. The product is [CH3:28][O:29][CH2:30][C:31]([NH:12][C:8]1[CH:7]=[C:6]([O:5][C:4]2[CH:13]=[CH:14][C:15]([N+:16]([O-:18])=[O:17])=[C:2]([CH3:1])[CH:3]=2)[CH:11]=[CH:10][N:9]=1)=[O:32]. The yield is 0.530. (7) The product is [CH3:1][N:2]1[CH2:7][CH2:6][N:5]([C:8]([O:10][C@@H:11]2[N:20]([C:21]3[CH:22]=[CH:23][C:24]([Cl:27])=[CH:25][N:26]=3)[C:18](=[O:19])[C:13]3[N:14]=[CH:15][CH:16]=[N:17][C:12]2=3)=[O:9])[CH2:4][CH2:3]1.[S:34]([C:28]1[CH:33]=[CH:32][CH:31]=[CH:30][CH:29]=1)([O-:37])(=[O:36])=[O:35]. The reactants are [CH3:1][N:2]1[CH2:7][CH2:6][N:5]([C:8]([O:10][C@@H:11]2[N:20]([C:21]3[CH:22]=[CH:23][C:24]([Cl:27])=[CH:25][N:26]=3)[C:18](=[O:19])[C:13]3[N:14]=[CH:15][CH:16]=[N:17][C:12]2=3)=[O:9])[CH2:4][CH2:3]1.[C:28]1([S:34]([OH:37])(=[O:36])=[O:35])[CH:33]=[CH:32][CH:31]=[CH:30][CH:29]=1. The catalyst is C(O)C. The yield is 0.520. (8) The reactants are C([O:3][C:4](=O)[CH2:5][CH2:6][C:7]1[N:11]2[C:12](=[O:27])[CH:13]=[C:14]([CH2:16][N:17]([CH2:25][CH3:26])[C:18]3[CH:23]=[CH:22][C:21]([F:24])=[CH:20][CH:19]=3)[N:15]=[C:10]2[S:9][C:8]=1[CH3:28])C.[BH4-].[Li+]. The catalyst is CO. The product is [CH2:25]([N:17]([CH2:16][C:14]1[N:15]=[C:10]2[S:9][C:8]([CH3:28])=[C:7]([CH2:6][CH2:5][CH2:4][OH:3])[N:11]2[C:12](=[O:27])[CH:13]=1)[C:18]1[CH:19]=[CH:20][C:21]([F:24])=[CH:22][CH:23]=1)[CH3:26]. The yield is 0.620. (9) The reactants are [CH2:1]([O:8][C:9]1[CH:10]=[C:11]([S:22][CH2:23]CC(OC)=O)[CH:12]=[N:13][C:14]=1[NH:15][C:16]1[S:17][CH:18]=[C:19]([CH3:21])[N:20]=1)[C:2]1[CH:7]=[CH:6][CH:5]=[CH:4][CH:3]=1.CC([O-])(C)C.[K+].[ClH:35].[Cl:36]C[CH2:38][N:39]1[CH:43]=[CH:42][N:41]=[CH:40]1.Cl. No catalyst specified. The product is [ClH:36].[ClH:35].[N:39]1([CH2:38][CH2:23][S:22][C:11]2[CH:10]=[C:9]([O:8][CH2:1][C:2]3[CH:3]=[CH:4][CH:5]=[CH:6][CH:7]=3)[C:14]([NH:15][C:16]3[S:17][CH:18]=[C:19]([CH3:21])[N:20]=3)=[N:13][CH:12]=2)[CH:43]=[CH:42][N:41]=[CH:40]1. The yield is 0.336. (10) The reactants are BrC1C(N2CCN(C(NC3C=CC=CC=3)=O)CC2)=C2N=C(C3C=CC(N(C)C)=CC=3)NC2=NC=1.[Br:35][C:36]1[C:37]([N:46]2[CH2:51][CH2:50][N:49]([CH2:52][C:53]3[CH:54]=[N:55][CH:56]=[CH:57][CH:58]=3)[CH2:48][CH2:47]2)=[C:38]([N+:43]([O-])=O)[C:39]([NH2:42])=[N:40][CH:41]=1.[O-]S(S([O-])=O)=O.[Na+].[Na+].[O:67]=[S:68]1(=[O:82])[CH2:73][CH2:72][N:71]([C:74]2[CH:81]=[CH:80][C:77]([CH:78]=O)=[CH:76][CH:75]=2)[CH2:70][CH2:69]1. The catalyst is C(O)C.CN(C=O)C. The product is [Br:35][C:36]1[C:37]([N:46]2[CH2:51][CH2:50][N:49]([CH2:52][C:53]3[CH:54]=[N:55][CH:56]=[CH:57][CH:58]=3)[CH2:48][CH2:47]2)=[C:38]2[N:43]=[C:78]([C:77]3[CH:76]=[CH:75][C:74]([N:71]4[CH2:70][CH2:69][S:68](=[O:82])(=[O:67])[CH2:73][CH2:72]4)=[CH:81][CH:80]=3)[NH:42][C:39]2=[N:40][CH:41]=1. The yield is 0.320.